From a dataset of Experimentally validated miRNA-target interactions with 360,000+ pairs, plus equal number of negative samples. Binary Classification. Given a miRNA mature sequence and a target amino acid sequence, predict their likelihood of interaction. (1) The miRNA is hsa-miR-642a-5p with sequence GUCCCUCUCCAAAUGUGUCUUG. The protein sequence of the target gene is MSVGRRKLALLWALALALACTRHTGHAQDGSSESSYKHHPALSPIARGPSGVPLRGATVFPSLRTIPVVRASNPAHNGRVCSTWGSFHYKTFDGDVFRFPGLCNYVFSEHCGAAYEDFNIQLRRSQESAAPTLSRVLMKVDGVVIQLTKGSVLVNGHPVLLPFSQSGVLIQQSSSYTKVEARLGLVLMWNHDDSLLLELDTKYANKTCGLCGDFNGMPVVSELLSHNTKLTPMEFGNLQKMDDPTDQCQDPVPEPPRNCSTGFGICEELLHGQLFSGCVALVDVGSYLEACRQDLCFCED.... Result: 0 (no interaction). (2) The miRNA is hsa-miR-4659b-3p with sequence UUUCUUCUUAGACAUGGCAGCU. The protein sequence of the target gene is MKLLPSVVLKLFLAAVLSALVTGESLERLRRGLAAGTSNPDPPTVSTDQLLPLGGGRDRKVRDLQEADLDLLRVTLSSKPQALATPNKEEHGKRKKKGKGLGKKRDPCLRKYKDFCIHGECKYVKELRAPSCICHPGYHGERCHGLSLPVENRLYTYDHTTILAVVAVVLSSVCLLVIVGLLMFRYHRRGGYDVENEEKVKLGMTNSH. Result: 1 (interaction). (3) The miRNA is hsa-miR-181b-5p with sequence AACAUUCAUUGCUGUCGGUGGGU. The protein sequence of the target gene is MKFAYRFSNLLGTVYRRGNLNFTCDGNSVISPVGNRVTVFDLKNNKSDTLPLATRYNVKCVGLSPDGRLAIIVDEGGDALLVSLVCRSVLHHFHFKGSVHSVSFSPDGRKFVVTKGNIAQMYHAPGKKREFNAFVLDKTYFGPYDETTCIDWTDDSRCFVVGSKDMSTWVFGAERWDNLIYYALGGHKDAIVACFFESNSLDLYSLSQDGVLCMWQCDTPPEGLRLKPPAGWKADLLQREEEEEEEEDQEGDRETTIRGKATPAEEEKTGKVKYSRLAKYFFNKEGDFNNLTAAAFHKKS.... Result: 1 (interaction). (4) The miRNA is hsa-miR-2115-5p with sequence AGCUUCCAUGACUCCUGAUGGA. The protein sequence of the target gene is MEDTQAIDWDVEEEEETEQSSESLRCNVEPVGRLHIFSGAHGPEKDFPLHLGKNVVGRMPDCSVALPFPSISKQHAEIEILAWDKAPILRDCGSLNGTQILRPPKVLSPGVSHRLRDQELILFADLLCQYHRLDVSLPFVSRGPLTVEETPRVQGETQPQRLLLAEDSEEEVDFLSERRMVKKSRTTSSSVIVPESDEEGHSPVLGGLGPPFAFNLNSDTDVEEGQQPATEEASSAARRGATVEAKQSEAEVVTEIQLEKDQPLVKERDNDTKVKRGAGNGVVPAGVILERSQPPGEDSD.... Result: 1 (interaction). (5) The miRNA is mmu-miR-1955-3p with sequence GAGCAUUGCAUGCUGGGACAU. The protein sequence of the target gene is MGQPAKVLQLFKTLHRTRQQVFKNDKRALEAARVKINEEFKKHKNETSPEKIKEMMKLGSDVELLLRTAVIQGIHTDHDTLQLVPRKDLLTENVPYCDAPTQKQ. Result: 1 (interaction).